Task: Predict the product of the given reaction.. Dataset: Forward reaction prediction with 1.9M reactions from USPTO patents (1976-2016) (1) Given the reactants [CH3:1][O:2][C:3]([C:5]1[C:6]([OH:24])=[C:7]2[C:12](=[CH:13][N:14]=1)[N:11]([CH2:15][C:16]1[CH:21]=[CH:20][CH:19]=[CH:18][CH:17]=1)[C:10](=[O:22])[C:9](Br)=[CH:8]2)=[O:4].[CH3:25][O:26][C:27]1[CH:28]=[C:29](B(O)O)[CH:30]=[CH:31][CH:32]=1.[O-]P([O-])([O-])=O.[K+].[K+].[K+].O.Cl, predict the reaction product. The product is: [CH3:1][O:2][C:3]([C:5]1[C:6]([OH:24])=[C:7]2[C:12](=[CH:13][N:14]=1)[N:11]([CH2:15][C:16]1[CH:21]=[CH:20][CH:19]=[CH:18][CH:17]=1)[C:10](=[O:22])[C:9]([C:31]1[CH:30]=[CH:29][CH:28]=[C:27]([O:26][CH3:25])[CH:32]=1)=[CH:8]2)=[O:4]. (2) Given the reactants [CH2:1]([NH:3][C:4](=[O:15])[NH:5][O:6][CH2:7][C:8]([O:10]C(C)(C)C)=[O:9])[CH3:2].Cl.O1CCOCC1, predict the reaction product. The product is: [CH2:1]([NH:3][C:4](=[O:15])[NH:5][O:6][CH2:7][C:8]([OH:10])=[O:9])[CH3:2]. (3) The product is: [Br:22][CH2:1][C:2]1[CH:3]=[CH:4][C:5]([C:8]2[CH:13]=[CH:12][CH:11]=[CH:10][C:9]=2[Cl:14])=[CH:6][CH:7]=1. Given the reactants [CH3:1][C:2]1[CH:7]=[CH:6][C:5]([C:8]2[CH:13]=[CH:12][CH:11]=[CH:10][C:9]=2[Cl:14])=[CH:4][CH:3]=1.C1C(=O)N([Br:22])C(=O)C1.CC(N=NC(C#N)(C)C)(C#N)C, predict the reaction product. (4) Given the reactants [Cl:1][C:2]1[CH:3]=[C:4]([NH:8][C:9](=[O:12])[CH2:10]Cl)[CH:5]=[CH:6][CH:7]=1.[F:13][C:14]1[CH:21]=[CH:20][CH:19]=[C:18]([F:22])[C:15]=1[CH2:16][NH2:17].C(N(CC)CC)C.[Cl:30][C:31]1[CH:39]=[CH:38][C:34]([C:35](Cl)=[O:36])=[CH:33][CH:32]=1, predict the reaction product. The product is: [Cl:30][C:31]1[CH:39]=[CH:38][C:34]([C:35]([N:17]([CH2:10][C:9](=[O:12])[NH:8][C:4]2[CH:5]=[CH:6][CH:7]=[C:2]([Cl:1])[CH:3]=2)[CH2:16][C:15]2[C:14]([F:13])=[CH:21][CH:20]=[CH:19][C:18]=2[F:22])=[O:36])=[CH:33][CH:32]=1. (5) Given the reactants [CH3:1][C:2]1[CH:7]=[CH:6][C:5]([NH:8][C:9](=[O:20])[C:10]2[CH:15]=[CH:14][CH:13]=[C:12]([C:16]([F:19])([F:18])[F:17])[CH:11]=2)=[CH:4][C:3]=1[N:21]1[C:30](=[O:31])[C:29]2[C:24](=[N:25][C:26]([S:32][CH3:33])=[N:27][CH:28]=2)[N:23]([CH3:34])[C:22]1=[O:35].CN(C=[O:40])C.ClC1C=C(C=CC=1)C(OO)=O, predict the reaction product. The product is: [CH3:33][S:32]([C:26]1[N:25]=[C:24]2[N:23]([CH3:34])[C:22](=[O:35])[N:21]([C:3]3[CH:4]=[C:5]([NH:8][C:9](=[O:20])[C:10]4[CH:15]=[CH:14][CH:13]=[C:12]([C:16]([F:17])([F:18])[F:19])[CH:11]=4)[CH:6]=[CH:7][C:2]=3[CH3:1])[C:30](=[O:31])[C:29]2=[CH:28][N:27]=1)=[O:40].